Dataset: Experimentally validated miRNA-target interactions with 360,000+ pairs, plus equal number of negative samples. Task: Binary Classification. Given a miRNA mature sequence and a target amino acid sequence, predict their likelihood of interaction. (1) Result: 0 (no interaction). The miRNA is mmu-miR-1932 with sequence GUUGCGGACAGCGCUAGGUCGG. The protein sequence of the target gene is MLLKEYRICMPLTVDEYKIGQLYMISKHSHEQSDRGEGVEVVQNEPFEDPHHGNGQFTEKRVYLNSKLPSWARAVVPKIFYVTEKAWNYYPYTITEYTCSFLPKFSIHIETKYEDNKGSNDTIFDNEAKDVEREVCFIDIACDEIPERYYKESEDPKHFKSEKTGRGQLREGWRDSHQPIMCSYKLVTVKFEVWGLQTRVEQFVHKVVRDILLIGHRQAFAWVDEWYDMTMDEVREFERATQEATNKKIGIFPPAISISSIPLLPSSVRSAPSSAPSTPLSTDAPEFLSVPKDRPRKKSA.... (2) The miRNA is hsa-miR-766-3p with sequence ACUCCAGCCCCACAGCCUCAGC. The protein sequence of the target gene is MNSTGHLQDAPNATSLHVPHSQEGNSTSLQEGLQDLIHTATLVTCTFLLAVIFCLGSYGNFIVFLSFFDPAFRKFRTNFDFMILNLSFCDLFICGVTAPMFTFVLFFSSASSIPDAFCFTFHLTSSGFIIMSLKTVAVIALHRLRMVLGKQPNRTASFPCTVLLTLLLWATSFTLATLATLKTSKSHLCLPMSSLIAGKGKAILSLYVVDFTFCVAVVSVSYIMIAQTLRKNAQVRKCPPVITVDASRPQPFMGVPVQGGGDPIQCAMPALYRNQNYNKLQHVQTRGYTKSPNQLVTPAA.... Result: 1 (interaction). (3) The miRNA is hsa-miR-3186-3p with sequence UCACGCGGAGAGAUGGCUUUG. The protein sequence of the target gene is MEWPARLCGLWALLLCAGGGGGGGGAAPTETQPPVTNLSVSVENLCTVIWTWNPPEGASSNCSLWYFSHFGDKQDKKIAPETRRSIEVPLNERICLQVGSQCSTNESEKPSILVEKCISPPEGDPESAVTELQCIWHNLSYMKCSWLPGRNTSPDTNYTLYYWHRSLEKIHQCENIFREGQYFGCSFDLTKVKDSSFEQHSVQIMVKDNAGKIKPSFNIVPLTSRVKPDPPHIKNLSFHNDDLYVQWENPQNFISRCLFYEVEVNNSQTETHNVFYVQEAKCENPEFERNVENTSCFMVP.... Result: 0 (no interaction). (4) The miRNA is hsa-miR-4309 with sequence CUGGAGUCUAGGAUUCCA. The protein sequence of the target gene is MTLESMMACCLSDEVKESKRINAEIEKQLRRDKRDARRELKLLLLGTGESGKSTFIKQMRIIHGAGYSEEDKRGFTKLVYQNIFTAMQAMVRAMETLKILYKYEQNKANALLIREVDVEKVTTFEHQYVNAIKTLWSDPGVQECYDRRREFQLSDSAKYYLTDVDRIATVGYLPTQQDVLRVRVPTTGIIEYPFDLENIIFRMVDVGGQRSERRKWIHCFENVTSIMFLVALSEYDQVLVESDNENRMEESKALFRTIITYPWFQNSSVILFLNKKDLLEDKILHSHLVDYFPEFDGPQR.... Result: 0 (no interaction). (5) The miRNA is hsa-miR-4426 with sequence GAAGAUGGACGUACUUU. The protein sequence of the target gene is MSQMGLHPRRGLTGHWLQRFQPCLPLHTVQWRRLLLLAFLLSLAWPASPLPREEEIVFPEKLNGSSILPGSGVPARLLYRLPAFGEMLLLELEQDPGVQVEGLTVQYLGQAPEMLGGAEPGTYLTGTINGDPESVASLHWDGGALLGVLQYRGAELHLQPLEGGALNSAGGPGAHILRRKSPASSQGPMCTVKAPSGSPSPISRRTKRFASLSRFVETLVVADDKMAAFHGTGLKRYLLTVMAAAAKAFKHPSIRNPVNLVVTRLVILGSGQEGPQVGPSAAQTLRSFCTWQRGLNTPND.... Result: 0 (no interaction). (6) The miRNA is hsa-miR-4713-5p with sequence UUCUCCCACUACCAGGCUCCCA. The protein sequence of the target gene is MGNSRSRVGRSFCSQFLPEEQAEIDQLFDALSSDKNSPNVSSKSFSLKALQNHVGEALPPEMVTRLYDGMRRVDLTGKAKGPSENVSQEQFTASMSHLLKGNSEEKSLMIMKMISATEGPVKAREVQKFTEDLVGSVVHVLSHRQELRGWTGKEAPGPNPRVQVLAAQLLSDMKLQDGKRLLGPQWLDYDCDRAVIEDWVFRVPHVAIFLSVVICKGFLILCSSLDLTTLVPERQVDQGRGFESILDVLSVMYINAQLPREQRHRWCLLFSSELHGHSFSQLCGHITHRGPCVAVLEDHD.... Result: 1 (interaction). (7) The miRNA is hsa-miR-6853-5p with sequence AGCGUGGGAUGUCCAUGAAGUCAG. The protein sequence of the target gene is MAAIGRGRSLKNLRIRGRNDSGEENVPLDLTREPSDNLREILQNVAKLQGVSNMRKLGHLNNFTKLLCDIGHSEEKLGFNYEDIIICLRLALLNEAKEVRAAGLRALRYLIQDSSILQKVLKLKVDYLIARCIDIQQSNEVERTQALRLVRKMITVNASLFPSSVANSLIAVGNDGLQERDRMVRACIAIICELALQNPEVVALRGGLNTILKNVIDCQLSRINEALITTILHLLNHPKTRQYVRADVELERILAPYTDFHYRHSPDTAEGQLKEDREARFLASKMGIIATFRSWAGIIN.... Result: 0 (no interaction).